Task: Predict the reactants needed to synthesize the given product.. Dataset: Full USPTO retrosynthesis dataset with 1.9M reactions from patents (1976-2016) (1) The reactants are: [CH3:1][S:2][CH:3]([CH3:11])[CH:4]=[CH:5][N:6]1CCCC1.[CH2:12]([O:14][C:15](=[O:27])[C:16](=[CH:23]OCC)[C:17](=O)[C:18]([F:21])([F:20])[F:19])[CH3:13].C([O-])(=O)C.[NH4+]. Given the product [CH2:12]([O:14][C:15](=[O:27])[C:16]1[CH:23]=[C:4]([CH:3]([S:2][CH3:1])[CH3:11])[CH:5]=[N:6][C:17]=1[C:18]([F:19])([F:20])[F:21])[CH3:13], predict the reactants needed to synthesize it. (2) The reactants are: [CH2:1]([NH:3][CH2:4][C:5]1[CH:10]=[CH:9][C:8]([CH2:11][N:12]2[CH2:17][CH2:16][N:15]([C:18]3[C:23]([C:24]([O:26][CH:27]([CH3:29])[CH3:28])=[O:25])=[CH:22][CH:21]=[CH:20][N:19]=3)[CH2:14][CH2:13]2)=[CH:7][CH:6]=1)[CH3:2].[F:30][C:31]1[CH:38]=[CH:37][CH:36]=[C:35]([F:39])[C:32]=1[CH:33]=O.C(O)(=O)C.C([BH3-])#N.[Na+]. Given the product [F:30][C:31]1[CH:38]=[CH:37][CH:36]=[C:35]([F:39])[C:32]=1[CH2:33][N:3]([CH2:4][C:5]1[CH:10]=[CH:9][C:8]([CH2:11][N:12]2[CH2:13][CH2:14][N:15]([C:18]3[C:23]([C:24]([O:26][CH:27]([CH3:28])[CH3:29])=[O:25])=[CH:22][CH:21]=[CH:20][N:19]=3)[CH2:16][CH2:17]2)=[CH:7][CH:6]=1)[CH2:1][CH3:2], predict the reactants needed to synthesize it.